This data is from Full USPTO retrosynthesis dataset with 1.9M reactions from patents (1976-2016). The task is: Predict the reactants needed to synthesize the given product. (1) The reactants are: [Li]CCCC.C(NC(C)C)(C)C.[S:13]1[CH:17]=[CH:16][C:15]([C:18]([OH:20])=O)=[CH:14]1.[C:21](O[C:21](=O)[C:22]1[CH:27]=[CH:26][CH:25]=[CH:24][CH:23]=1)(=O)[C:22]1[CH:27]=[CH:26][CH:25]=[CH:24][CH:23]=1.O.[NH2:39][NH2:40]. Given the product [C:22]1([C:21]2[C:14]3[S:13][CH:17]=[CH:16][C:15]=3[C:18](=[O:20])[NH:40][N:39]=2)[CH:27]=[CH:26][CH:25]=[CH:24][CH:23]=1, predict the reactants needed to synthesize it. (2) Given the product [CH2:54]([O:56][C:57](=[O:59])[CH2:58][C:2](=[O:1])/[CH:3]=[CH:4]/[C:35]1[N:36]([CH:43]([CH3:44])[CH3:45])[C:37]2[C:42]([C:34]=1[C:31]1[CH:32]=[CH:33][C:28]([F:27])=[CH:29][CH:30]=1)=[CH:41][CH:40]=[CH:39][CH:38]=2)[CH3:55], predict the reactants needed to synthesize it. The reactants are: [O:1]=[C:2](C=P(C1C=CC=CC=1)(C1C=CC=CC=1)C1C=CC=CC=1)[CH2:3][C:4]([O-])=O.[F:27][C:28]1[CH:33]=[CH:32][C:31]([C:34]2[C:42]3[C:37](=[CH:38][CH:39]=[CH:40][CH:41]=3)[N:36]([CH:43]([CH3:45])[CH3:44])[C:35]=2C=O)=[CH:30][CH:29]=1.CCCCCC.[CH2:54]([O:56][C:57](=[O:59])[CH3:58])[CH3:55]. (3) Given the product [C:17]([C:16]1[CH:15]=[C:14]([CH:21]=[C:20]([CH3:22])[CH:19]=1)[C:12]([C:11]1[N:6]([CH2:5][C:4]2[CH:28]=[C:29]([N:31]([CH2:32][C:33]3[CH:34]=[CH:35][C:36]([O:39][CH3:40])=[CH:37][CH:38]=3)[C:50](=[O:51])[C:49]([F:60])([F:59])[F:48])[CH:30]=[C:2]([F:1])[CH:3]=2)[C:7](=[O:27])[NH:8][C:9](=[O:26])[C:10]=1[CH:23]([CH3:25])[CH3:24])=[O:13])#[N:18], predict the reactants needed to synthesize it. The reactants are: [F:1][C:2]1[CH:3]=[C:4]([CH:28]=[C:29]([NH:31][CH2:32][C:33]2[CH:38]=[CH:37][C:36]([O:39][CH3:40])=[CH:35][CH:34]=2)[CH:30]=1)[CH2:5][N:6]1[C:11]([C:12]([C:14]2[CH:15]=[C:16]([CH:19]=[C:20]([CH3:22])[CH:21]=2)[C:17]#[N:18])=[O:13])=[C:10]([CH:23]([CH3:25])[CH3:24])[C:9](=[O:26])[NH:8][C:7]1=[O:27].C(N(CC)CC)C.[F:48][C:49]([F:60])([F:59])[C:50](O[C:50](=[O:51])[C:49]([F:60])([F:59])[F:48])=[O:51].O. (4) Given the product [CH3:22][S:23]([OH:26])(=[O:25])=[O:24].[F:1][C:2]1[CH:3]=[C:4]([CH:19]=[CH:20][CH:21]=1)[O:5][CH:6]([C:13]1[CH:14]=[CH:15][CH:16]=[CH:17][CH:18]=1)[CH:7]1[CH2:8][CH2:9][NH:10][CH2:11][CH2:12]1, predict the reactants needed to synthesize it. The reactants are: [F:1][C:2]1[CH:3]=[C:4]([CH:19]=[CH:20][CH:21]=1)[O:5][CH:6]([C:13]1[CH:18]=[CH:17][CH:16]=[CH:15][CH:14]=1)[CH:7]1[CH2:12][CH2:11][NH:10][CH2:9][CH2:8]1.[CH3:22][S:23]([OH:26])(=[O:25])=[O:24]. (5) The reactants are: C([O:3][C:4]([C:6]1[S:10][C:9]([O:11][C:12]2[CH:17]=[CH:16][CH:15]=[CH:14][CH:13]=2)=[N:8][CH:7]=1)=O)C.[H-].[Al+3].[Li+].[H-].[H-].[H-].O.[OH-].[Na+]. Given the product [O:11]([C:9]1[S:10][C:6]([CH2:4][OH:3])=[CH:7][N:8]=1)[C:12]1[CH:13]=[CH:14][CH:15]=[CH:16][CH:17]=1, predict the reactants needed to synthesize it. (6) Given the product [C:11]([O:19][CH2:20][C@@H:21]1[C@@H:25]([F:26])[C@:24]([O:28][C:29](=[O:36])[C:30]2[CH:31]=[CH:32][CH:33]=[CH:34][CH:35]=2)([CH3:27])[C@H:23]([N:6]2[CH:5]=[N:4][C:3]3[C:7]2=[N:8][CH:9]=[N:10][C:2]=3[Cl:1])[O:22]1)(=[O:18])[C:12]1[CH:17]=[CH:16][CH:15]=[CH:14][CH:13]=1, predict the reactants needed to synthesize it. The reactants are: [Cl:1][C:2]1[N:10]=[CH:9][N:8]=[C:7]2[C:3]=1[NH:4][CH:5]=[N:6]2.[C:11]([O:19][CH2:20][C@@H:21]1[C@@H:25]([F:26])[C@:24]([O:28][C:29](=[O:36])[C:30]2[CH:35]=[CH:34][CH:33]=[CH:32][CH:31]=2)([CH3:27])[CH:23](OC(=O)C)[O:22]1)(=[O:18])[C:12]1[CH:17]=[CH:16][CH:15]=[CH:14][CH:13]=1.C1CCN2C(=NCCC2)CC1.O([Si](C)(C)C)S(C(F)(F)F)(=O)=O. (7) Given the product [CH3:1][C:2]1[CH:7]=[C:6]([NH2:8])[CH:5]=[N:4][C:3]=1[C:11]1[CH:12]=[CH:13][C:14]([C:17]([F:20])([F:18])[F:19])=[CH:15][CH:16]=1, predict the reactants needed to synthesize it. The reactants are: [CH3:1][C:2]1[C:3]([C:11]2[CH:16]=[CH:15][C:14]([C:17]([F:20])([F:19])[F:18])=[CH:13][CH:12]=2)=[N:4][CH:5]=[C:6]([N+:8]([O-])=O)[CH:7]=1.O.